Dataset: Catalyst prediction with 721,799 reactions and 888 catalyst types from USPTO. Task: Predict which catalyst facilitates the given reaction. Reactant: [C:1](Cl)(=[O:5])[C:2]([CH3:4])=[CH2:3].Cl.[NH2:8][C@H:9]([C:15]([OH:17])=[O:16])[CH2:10][CH2:11][CH2:12][CH2:13][NH2:14].[OH-].[Na+].C([O-])([O-])=O.[Na+].[Na+]. Product: [C:1]([NH:14][CH2:13][CH2:12][CH2:11][CH2:10][C@@H:9]([C:15]([OH:17])=[O:16])[NH2:8])(=[O:5])[C:2]([CH3:4])=[CH2:3]. The catalyst class is: 6.